This data is from NCI-60 drug combinations with 297,098 pairs across 59 cell lines. The task is: Regression. Given two drug SMILES strings and cell line genomic features, predict the synergy score measuring deviation from expected non-interaction effect. (1) Drug 1: C1CCC(CC1)NC(=O)N(CCCl)N=O. Drug 2: CCCCCOC(=O)NC1=NC(=O)N(C=C1F)C2C(C(C(O2)C)O)O. Cell line: K-562. Synergy scores: CSS=25.1, Synergy_ZIP=-2.15, Synergy_Bliss=3.36, Synergy_Loewe=-12.2, Synergy_HSA=2.26. (2) Synergy scores: CSS=59.8, Synergy_ZIP=2.54, Synergy_Bliss=2.56, Synergy_Loewe=-17.2, Synergy_HSA=2.91. Cell line: HOP-62. Drug 2: CC=C1C(=O)NC(C(=O)OC2CC(=O)NC(C(=O)NC(CSSCCC=C2)C(=O)N1)C(C)C)C(C)C. Drug 1: CC1C(C(CC(O1)OC2CC(CC3=C2C(=C4C(=C3O)C(=O)C5=C(C4=O)C(=CC=C5)OC)O)(C(=O)C)O)N)O.Cl. (3) Drug 1: CC12CCC(CC1=CCC3C2CCC4(C3CC=C4C5=CN=CC=C5)C)O. Drug 2: C1C(C(OC1N2C=NC3=C2NC=NCC3O)CO)O. Cell line: K-562. Synergy scores: CSS=16.2, Synergy_ZIP=-3.69, Synergy_Bliss=3.11, Synergy_Loewe=-7.34, Synergy_HSA=2.08. (4) Drug 1: CN(C)C1=NC(=NC(=N1)N(C)C)N(C)C. Drug 2: C(CN)CNCCSP(=O)(O)O. Cell line: HS 578T. Synergy scores: CSS=-2.25, Synergy_ZIP=3.51, Synergy_Bliss=-1.41, Synergy_Loewe=-7.27, Synergy_HSA=-5.28.